From a dataset of Catalyst prediction with 721,799 reactions and 888 catalyst types from USPTO. Predict which catalyst facilitates the given reaction. (1) Reactant: [Br:1][C:2]1[N:7]=[C:6]([C:8]([C:10]2[C:11](Cl)=[N:12][C:13]([Cl:16])=[N:14][CH:15]=2)=O)[CH:5]=[CH:4][CH:3]=1.[NH2:18][NH2:19]. Product: [Br:1][C:2]1[N:7]=[C:6]([C:8]2[C:10]3[C:11](=[N:12][C:13]([Cl:16])=[N:14][CH:15]=3)[NH:19][N:18]=2)[CH:5]=[CH:4][CH:3]=1. The catalyst class is: 1. (2) Reactant: [CH2:1]([O:8][C:9]([N:11]1[CH2:16][CH2:15][N:14]([S:17]([C:20]2[CH:25]=[CH:24][C:23]([N+:26]([O-])=O)=[CH:22][CH:21]=2)(=[O:19])=[O:18])[CH2:13][CH2:12]1)=[O:10])[C:2]1[CH:7]=[CH:6][CH:5]=[CH:4][CH:3]=1.C(O)C.[Cl-].[NH4+]. Product: [CH2:1]([O:8][C:9]([N:11]1[CH2:12][CH2:13][N:14]([S:17]([C:20]2[CH:21]=[CH:22][C:23]([NH2:26])=[CH:24][CH:25]=2)(=[O:19])=[O:18])[CH2:15][CH2:16]1)=[O:10])[C:2]1[CH:7]=[CH:6][CH:5]=[CH:4][CH:3]=1. The catalyst class is: 150. (3) Reactant: Br[C:2]1[N:6]2[N:7]=[C:8]([NH:11][CH2:12][CH2:13][C:14]([O:16][CH3:17])=[O:15])[CH:9]=[CH:10][C:5]2=[N:4][CH:3]=1.[C:18]([C:21]1[S:25][C:24](B(O)O)=[CH:23][CH:22]=1)(=[O:20])[CH3:19].C([O-])([O-])=O.[K+].[K+]. Product: [CH3:17][O:16][C:14](=[O:15])[CH2:13][CH2:12][NH:11][C:8]1[CH:9]=[CH:10][C:5]2[N:6]([C:2]([C:24]3[S:25][C:21]([C:18](=[O:20])[CH3:19])=[CH:22][CH:23]=3)=[CH:3][N:4]=2)[N:7]=1. The catalyst class is: 66.